This data is from Catalyst prediction with 721,799 reactions and 888 catalyst types from USPTO. The task is: Predict which catalyst facilitates the given reaction. (1) Reactant: [Cl:1][C:2]1[CH:7]=[C:6]([F:8])[C:5]([N:9]2[C:13](=[O:14])[N:12]([CH2:15][CH2:16][CH2:17][F:18])[N:11]=[N:10]2)=[C:4]([N+:19]([O-])=O)[C:3]=1[OH:22]. Product: [NH2:19][C:4]1[C:3]([OH:22])=[C:2]([Cl:1])[CH:7]=[C:6]([F:8])[C:5]=1[N:9]1[C:13](=[O:14])[N:12]([CH2:15][CH2:16][CH2:17][F:18])[N:11]=[N:10]1. The catalyst class is: 180. (2) Reactant: Br[C:2]1[CH:3]=[C:4]([CH:16]=[O:17])[S:5][C:6]=1[S:7]([C:10]1[CH:11]=[N:12][CH:13]=[CH:14][CH:15]=1)(=[O:9])=[O:8].[F:18][C:19]1[CH:24]=[CH:23][CH:22]=[CH:21][C:20]=1B(O)O.C(=O)([O-])O.[Na+].COCCOC. Product: [F:18][C:19]1[CH:24]=[CH:23][CH:22]=[CH:21][C:20]=1[C:2]1[CH:3]=[C:4]([CH:16]=[O:17])[S:5][C:6]=1[S:7]([C:10]1[CH:11]=[N:12][CH:13]=[CH:14][CH:15]=1)(=[O:9])=[O:8]. The catalyst class is: 103. (3) Reactant: F[P-](F)(F)(F)(F)F.N1(O[P+](N2CCCC2)(N2CCCC2)N2CCCC2)C2C=CC=CC=2N=N1.[C:34]1([CH:40]([C:63]2[CH:68]=[CH:67][CH:66]=[CH:65][CH:64]=2)[CH2:41][N:42]2[C:46]([CH2:47][C:48]3[CH:57]=[CH:56][C:55]4[C:50](=[CH:51][CH:52]=[CH:53][CH:54]=4)[CH:49]=3)=[N:45][N:44]=[C:43]2[S:58][CH2:59][C:60]([OH:62])=O)[CH:39]=[CH:38][CH:37]=[CH:36][CH:35]=1.C(N(C(C)C)CC)(C)C.[CH3:78][N:79]1[CH2:84][CH2:83][N:82]([CH2:85][CH2:86][CH2:87][NH2:88])[CH2:81][CH2:80]1. Product: [C:34]1([CH:40]([C:63]2[CH:68]=[CH:67][CH:66]=[CH:65][CH:64]=2)[CH2:41][N:42]2[C:46]([CH2:47][C:48]3[CH:57]=[CH:56][C:55]4[C:50](=[CH:51][CH:52]=[CH:53][CH:54]=4)[CH:49]=3)=[N:45][N:44]=[C:43]2[S:58][CH2:59][C:60]([NH:88][CH2:87][CH2:86][CH2:85][N:82]2[CH2:81][CH2:80][N:79]([CH3:78])[CH2:84][CH2:83]2)=[O:62])[CH:35]=[CH:36][CH:37]=[CH:38][CH:39]=1. The catalyst class is: 4. (4) Reactant: [NH2:1][C:2]1[CH:7]=[C:6]([O:8][CH3:9])[CH:5]=[CH:4][C:3]=1[CH:10]1[CH2:19][CH2:18][C:17]2[CH:16]=[C:15]([OH:20])[CH:14]=[CH:13][C:12]=2[CH2:11]1.N1C=CN=C1.[Si:26](Cl)([C:29]([CH3:32])([CH3:31])[CH3:30])([CH3:28])[CH3:27]. Product: [Si:26]([O:20][C:15]1[CH:16]=[C:17]2[C:12](=[CH:13][CH:14]=1)[CH2:11][CH:10]([C:3]1[CH:4]=[CH:5][C:6]([O:8][CH3:9])=[CH:7][C:2]=1[NH2:1])[CH2:19][CH2:18]2)([C:29]([CH3:32])([CH3:31])[CH3:30])([CH3:28])[CH3:27]. The catalyst class is: 9. (5) Reactant: C[Si]([CH:5]=[N+:6]=[N-:7])(C)C.C([Li])CCC.[CH3:13][O:14][C:15](=[O:29])[C@H:16]1[CH2:20][CH2:19]C(=O)[N:17]1[C:22]([O:24][C:25]([CH3:28])([CH3:27])[CH3:26])=[O:23].[NH4+].[Cl-].[O:32]1CCCC1. Product: [CH3:13][O:14][C:15](=[O:29])[CH:16]([NH:17][C:22]([O:24][C:25]([CH3:28])([CH3:27])[CH3:26])=[O:23])[CH2:20][C:19](=[O:32])[CH:5]=[N+:6]=[N-:7]. The catalyst class is: 81. (6) Reactant: [C:1]([C:3]1[CH:8]=[CH:7][CH:6]=[CH:5][C:4]=1[C:9]1[CH:14]=[CH:13][C:12]([CH2:15][C:16]2[C:17](=[O:42])[N:18]([C@H:28]3[CH2:33][CH2:32][C@H:31]([O:34][CH2:35][C:36](N(OC)C)=[O:37])[CH2:30][CH2:29]3)[C:19]3[N:20]([N:25]=[CH:26][N:27]=3)[C:21]=2[CH2:22][CH2:23][CH3:24])=[CH:11][CH:10]=1)#[N:2].[CH3:43][Mg]Br.Cl. Product: [O:42]=[C:17]1[C:16]([CH2:15][C:12]2[CH:11]=[CH:10][C:9]([C:4]3[C:3]([C:1]#[N:2])=[CH:8][CH:7]=[CH:6][CH:5]=3)=[CH:14][CH:13]=2)=[C:21]([CH2:22][CH2:23][CH3:24])[N:20]2[N:25]=[CH:26][N:27]=[C:19]2[N:18]1[C@H:28]1[CH2:33][CH2:32][C@H:31]([O:34][CH2:35][C:36](=[O:37])[CH3:43])[CH2:30][CH2:29]1. The catalyst class is: 7.